This data is from Peptide-MHC class I binding affinity with 185,985 pairs from IEDB/IMGT. The task is: Regression. Given a peptide amino acid sequence and an MHC pseudo amino acid sequence, predict their binding affinity value. This is MHC class I binding data. (1) The peptide sequence is FLKEMGGL. The MHC is HLA-B35:01 with pseudo-sequence HLA-B35:01. The binding affinity (normalized) is 0. (2) The peptide sequence is HWMDATFNI. The MHC is HLA-A25:01 with pseudo-sequence HLA-A25:01. The binding affinity (normalized) is 0.0847.